Dataset: Full USPTO retrosynthesis dataset with 1.9M reactions from patents (1976-2016). Task: Predict the reactants needed to synthesize the given product. (1) Given the product [BrH:22].[Cl:2][C:3]1[CH:8]=[CH:7][CH:6]=[C:5]([Cl:9])[C:4]=1[NH:10][C:11]1[NH:12][C:13]2[CH:19]=[C:18]([OH:20])[CH:17]=[CH:16][C:14]=2[N:15]=1, predict the reactants needed to synthesize it. The reactants are: Cl.[Cl:2][C:3]1[CH:8]=[CH:7][CH:6]=[C:5]([Cl:9])[C:4]=1[NH:10][C:11]1[NH:12][C:13]2[CH:19]=[C:18]([O:20]C)[CH:17]=[CH:16][C:14]=2[N:15]=1.[BrH:22]. (2) Given the product [C:1]([O:5][C:6]([N:8]1[CH2:12][C@H:11]([CH2:13][N:14]([C:60](=[O:61])[C:59]2[CH:63]=[CH:64][C:65]([O:66][CH3:67])=[C:57]([O:56][CH2:55][CH2:54][O:53][CH2:46][C:47]3[CH:48]=[CH:49][CH:50]=[CH:51][CH:52]=3)[CH:58]=2)[CH:15]([CH3:16])[CH3:17])[C@@H:10]([CH2:18][C:19]2[CH:20]=[CH:21][CH:22]=[CH:23][CH:24]=2)[CH2:9]1)=[O:7])([CH3:3])([CH3:4])[CH3:2], predict the reactants needed to synthesize it. The reactants are: [C:1]([O:5][C:6]([N:8]1[CH2:12][C@H:11]([CH2:13][NH:14][CH:15]([CH3:17])[CH3:16])[C@@H:10]([CH2:18][C:19]2[CH:24]=[CH:23][CH:22]=[CH:21][CH:20]=2)[CH2:9]1)=[O:7])([CH3:4])([CH3:3])[CH3:2].C1C=CC2N(O)N=NC=2C=1.CCN=C=NCCCN(C)C.[CH2:46]([O:53][CH2:54][CH2:55][O:56][C:57]1[CH:58]=[C:59]([CH:63]=[CH:64][C:65]=1[O:66][CH3:67])[C:60](O)=[O:61])[C:47]1[CH:52]=[CH:51][CH:50]=[CH:49][CH:48]=1.